Predict the reactants needed to synthesize the given product. From a dataset of Full USPTO retrosynthesis dataset with 1.9M reactions from patents (1976-2016). (1) Given the product [CH3:39][C:36]1([CH3:38])[O:40][C@@H:30]([C@@H:48]([OH:42])[C@H:49]([OH:50])[CH2:51][N:10]2[C:19]3[CH:18]=[CH:17][CH:16]=[C:15]4[C:20]([CH3:23])([CH3:24])[CH2:21][CH2:22][N:13]([C:14]=34)[C:12](=[O:25])[C:11]2=[O:26])[CH2:31][O:32]1, predict the reactants needed to synthesize it. The reactants are: CC1(C)O[C@@H](/C=C/C[N:10]2[C:19]3[CH:18]=[CH:17][CH:16]=[C:15]4[C:20]([CH3:24])([CH3:23])[CH2:21][CH2:22][N:13]([C:14]=34)[C:12](=[O:25])[C:11]2=[O:26])CO1.C[N+]1([O-])CC[O:32][CH2:31][CH2:30]1.[C:36]([O:40]O)([CH3:39])([CH3:38])C.[OH:42]S([O-])(=O)=O.[Na+].[CH3:48][C:49]([CH3:51])=[O:50]. (2) Given the product [CH3:27][O:26][C:22]1[CH:21]=[C:20]([C:18]2[CH2:17][CH2:16][CH2:15][N:14]=2)[CH:25]=[CH:24][CH:23]=1, predict the reactants needed to synthesize it. The reactants are: FC(F)(F)C(O)=O.C(OC(=O)[NH:14][CH2:15][CH2:16][CH2:17][C:18]([C:20]1[CH:25]=[CH:24][CH:23]=[C:22]([O:26][CH3:27])[CH:21]=1)=O)(C)(C)C.[OH-].[Na+]. (3) The reactants are: C([O:9][C@@H:10]1[C@@H:38]([O:39]C(=O)C2C=CC=CC=2)[C@H:37]([O:48]C(=O)C2C=CC=CC=2)[C@@H:36]([C@@H:57]([CH3:67])[O:58]C(=O)C2C=CC=CC=2)[O:35][C@H:11]1[O:12][C:13]1[CH:18]=[C:17]([CH2:19][O:20]C(=O)C)[CH:16]=[CH:15][C:14]=1[CH2:24][C:25]1[CH:30]=[CH:29][C:28]([O:31][CH:32]([CH3:34])[CH3:33])=[CH:27][CH:26]=1)(=O)C1C=CC=CC=1.C(=O)([O-])[O-].[K+].[K+]. Given the product [O:12]([C:13]1[CH:18]=[C:17]([CH2:19][OH:20])[CH:16]=[CH:15][C:14]=1[CH2:24][C:25]1[CH:26]=[CH:27][C:28]([O:31][CH:32]([CH3:34])[CH3:33])=[CH:29][CH:30]=1)[C@@H:11]1[O:35][C@H:36]([C@@H:57]([CH3:67])[OH:58])[C@@H:37]([OH:48])[C@H:38]([OH:39])[C@H:10]1[OH:9], predict the reactants needed to synthesize it. (4) Given the product [CH3:1][N:2]([CH3:6])[C:3](=[O:4])[O:7][N:8]1[C:12](=[O:13])[CH2:11][NH:10][C:9]1=[O:14], predict the reactants needed to synthesize it. The reactants are: [CH3:1][N:2]([CH3:6])[C:3](Cl)=[O:4].[OH:7][N:8]1[C:12](=[O:13])[CH2:11][NH:10][C:9]1=[O:14].CN(C=O)C. (5) Given the product [CH3:36][N:37]([C:38]1[CH:39]=[C:40]([CH3:44])[CH:41]=[CH:42][CH:43]=1)[C:28]([N:12]1[CH2:13][CH2:14][CH:9]([C:7](=[O:8])[C:1]2[CH:2]=[CH:3][CH:4]=[CH:5][CH:6]=2)[CH2:10][CH2:11]1)=[O:34], predict the reactants needed to synthesize it. The reactants are: [C:1]1([C:7]([CH:9]2[CH2:14][CH2:13][NH:12][CH2:11][CH2:10]2)=[O:8])[CH:6]=[CH:5][CH:4]=[CH:3][CH:2]=1.C(N(C(C)C)CC)(C)C.ClC(Cl)(O[C:28](=[O:34])OC(Cl)(Cl)Cl)Cl.[CH3:36][NH:37][C:38]1[CH:39]=[C:40]([CH3:44])[CH:41]=[CH:42][CH:43]=1. (6) Given the product [CH3:1][O:2][C:3](=[O:19])[C:4]1[CH:13]=[C:12]([CH3:20])[C:11]([OH:15])=[C:6]([C:7]([O:9][CH3:10])=[O:8])[CH:5]=1, predict the reactants needed to synthesize it. The reactants are: [CH3:1][O:2][C:3](=[O:19])[C:4]1[CH:13]=[C:12](Br)[C:11]([O:15]COC)=[C:6]([C:7]([O:9][CH3:10])=[O:8])[CH:5]=1.[CH3:20][Zn]C.CCCCCC.Cl. (7) Given the product [F:3][C:2]([F:5])([F:4])[CH2:1][O:6][C:9]1[N:10]=[CH:11][C:12]([CH:15]=[O:16])=[N:13][CH:14]=1, predict the reactants needed to synthesize it. The reactants are: [CH2:1]([OH:6])[C:2]([F:5])([F:4])[F:3].[Na].Cl[C:9]1[N:10]=[CH:11][C:12]([CH:15]=[O:16])=[N:13][CH:14]=1.Cl. (8) Given the product [C:1]([C:5]1[S:35][C:8]2[C:9](=[O:34])[N:10]([CH2:12][C:13]3[CH:18]=[CH:17][C:16]([C:19]4[CH:24]=[C:23]([C:25]5[CH:26]=[N:27][N:28]([CH3:30])[CH:29]=5)[NH:22][C:21](=[O:31])[CH:20]=4)=[CH:15][C:14]=3[F:33])[CH2:11][C:7]=2[CH:6]=1)([CH3:4])([CH3:2])[CH3:3], predict the reactants needed to synthesize it. The reactants are: [C:1]([C:5]1[S:35][C:8]2[C:9](=[O:34])[N:10]([CH2:12][C:13]3[CH:18]=[CH:17][C:16]([C:19]4[CH:24]=[C:23]([C:25]5[CH:26]=[N:27][N:28]([CH3:30])[CH:29]=5)[N:22]=[C:21]([O:31]C)[CH:20]=4)=[CH:15][C:14]=3[F:33])[CH2:11][C:7]=2[CH:6]=1)([CH3:4])([CH3:3])[CH3:2].C[Si](Cl)(C)C.[Na+].[I-].[O-]S([O-])(=S)=O.[Na+].[Na+].C([O-])(O)=O.[Na+]. (9) Given the product [CH3:9][N:8]([CH3:10])[CH2:7][CH2:6][O:5][C:4]1[CH:11]=[CH:12][CH:13]=[C:2]([B:17]2[O:18][C:19]([CH3:21])([CH3:20])[C:15]([CH3:36])([CH3:14])[O:16]2)[CH:3]=1, predict the reactants needed to synthesize it. The reactants are: Br[C:2]1[CH:3]=[C:4]([CH:11]=[CH:12][CH:13]=1)[O:5][CH2:6][CH2:7][N:8]([CH3:10])[CH3:9].[CH3:14][C:15]1([CH3:36])[C:19]([CH3:21])([CH3:20])[O:18][B:17](C2C=CC(OC3C=CC=CC=3)=CC=2C)[O:16]1. (10) Given the product [O:1]=[C:2]1[NH:10][C:9]2[C:4](=[N:5][C:6]([C:19]3[N:23]4[CH:24]=[C:25]([C:28]#[N:29])[CH:26]=[CH:27][C:22]4=[N:21][CH:20]=3)=[N:7][CH:8]=2)[N:3]1[CH:30]1[CH2:35][CH2:34][O:33][CH2:32][CH2:31]1, predict the reactants needed to synthesize it. The reactants are: [O:1]=[C:2]1[N:10](COCC[Si](C)(C)C)[C:9]2[C:4](=[N:5][C:6]([C:19]3[N:23]4[CH:24]=[C:25]([C:28]#[N:29])[CH:26]=[CH:27][C:22]4=[N:21][CH:20]=3)=[N:7][CH:8]=2)[N:3]1[CH:30]1[CH2:35][CH2:34][O:33][CH2:32][CH2:31]1.